This data is from Reaction yield outcomes from USPTO patents with 853,638 reactions. The task is: Predict the reaction yield, written as a fraction of the theoretical maximum amount of product (1.0 means a 100% yield; for example, 0.34 means a 34% yield). (1) The reactants are [NH2:1][C:2]1[C:11]2[C:6](=[CH:7][CH:8]=[CH:9][CH:10]=2)[C:5]([C:12]#[N:13])=[CH:4][CH:3]=1.[CH:14](N(CC)C(C)C)(C)[CH3:15].[C:23]1([CH3:29])[CH:28]=[CH:27][CH:26]=[CH:25][CH:24]=1. The catalyst is O. The product is [CH2:27]1[C:26]2([CH2:25][CH2:24][N:1]([C:2]3[C:11]4[C:6](=[CH:7][CH:8]=[CH:9][CH:10]=4)[C:5]([C:12]#[N:13])=[CH:4][CH:3]=3)[CH2:15][CH2:14]2)[CH2:29][CH2:23][CH2:28]1. The yield is 0.0500. (2) The reactants are [NH2:1][C@@H:2]1[CH2:7][CH2:6][N:5]([C:8]([O:10][C:11]([CH3:14])([CH3:13])[CH3:12])=[O:9])[CH2:4][C@H:3]1[OH:15].CC([O-])=O.[Na+].[Cl:21][CH2:22][C:23](Cl)=[O:24]. The catalyst is CC(C)=O.O.CCOC(C)=O. The product is [Cl:21][CH2:22][C:23]([NH:1][C@@H:2]1[CH2:7][CH2:6][N:5]([C:8]([O:10][C:11]([CH3:12])([CH3:14])[CH3:13])=[O:9])[CH2:4][C@H:3]1[OH:15])=[O:24]. The yield is 0.720. (3) The reactants are O.[C:2]([O:8][CH2:9][C:10]([F:16])([F:15])[S:11]([O-:14])(=[O:13])=[O:12])(=[O:7])[C:3]([CH3:6])([CH3:5])[CH3:4].[Na+].[I-].[C:19]1([S+:25]([C:32]2[CH:37]=[CH:36][CH:35]=[CH:34][CH:33]=2)[C:26]2[CH:31]=[CH:30][CH:29]=[CH:28][CH:27]=2)[CH:24]=[CH:23][CH:22]=[CH:21][CH:20]=1. The catalyst is ClCCl. The product is [C:2]([O:8][CH2:9][C:10]([F:16])([F:15])[S:11]([O-:14])(=[O:12])=[O:13])(=[O:7])[C:3]([CH3:6])([CH3:5])[CH3:4].[C:32]1([S+:25]([C:19]2[CH:20]=[CH:21][CH:22]=[CH:23][CH:24]=2)[C:26]2[CH:31]=[CH:30][CH:29]=[CH:28][CH:27]=2)[CH:33]=[CH:34][CH:35]=[CH:36][CH:37]=1. The yield is 0.950.